From a dataset of Full USPTO retrosynthesis dataset with 1.9M reactions from patents (1976-2016). Predict the reactants needed to synthesize the given product. The reactants are: [NH2:1][C:2]1[N:10]=[C:9]([C:11]2[C:19]3[C:14](=[N:15][CH:16]=[CH:17][CH:18]=3)[N:13]([CH2:20][C:21]3[CH:26]=[CH:25][CH:24]=[CH:23][C:22]=3[F:27])[N:12]=2)[N:8]=[C:7]2[C:3]=1[NH:4][C:5](=[O:33])[N:6]2[CH2:28][C:29]([F:32])([F:31])[F:30].[CH3:34]CN(P1(N(C)CCCN1C)=NC(C)(C)C)CC.IC. Given the product [NH2:1][C:2]1[N:10]=[C:9]([C:11]2[C:19]3[C:14](=[N:15][CH:16]=[CH:17][CH:18]=3)[N:13]([CH2:20][C:21]3[CH:26]=[CH:25][CH:24]=[CH:23][C:22]=3[F:27])[N:12]=2)[N:8]=[C:7]2[C:3]=1[N:4]([CH3:34])[C:5](=[O:33])[N:6]2[CH2:28][C:29]([F:32])([F:31])[F:30], predict the reactants needed to synthesize it.